From a dataset of Forward reaction prediction with 1.9M reactions from USPTO patents (1976-2016). Predict the product of the given reaction. (1) Given the reactants Cl[C:2]1[C:11]2=[N:12][N:13](CC3C=CC(OC)=CC=3)[CH:14]=[C:10]2[C:9]2[CH:8]=[CH:7][CH:6]=[C:5]([O:24][CH3:25])[C:4]=2[N:3]=1.[NH:26]1[C:34]2[C:29](=[CH:30][CH:31]=[C:32]([NH2:35])[CH:33]=2)[CH:28]=[N:27]1.Cl, predict the reaction product. The product is: [NH:26]1[C:34]2[C:29](=[CH:30][CH:31]=[C:32]([NH:35][C:2]3[C:11]4=[N:12][NH:13][CH:14]=[C:10]4[C:9]4[CH:8]=[CH:7][CH:6]=[C:5]([O:24][CH3:25])[C:4]=4[N:3]=3)[CH:33]=2)[CH:28]=[N:27]1. (2) Given the reactants [Cl:1][C:2]1[CH:7]=[C:6]([F:8])[CH:5]=[CH:4][C:3]=1[CH2:9][NH:10][C:11]([CH:13]1[CH2:17][NH:16][C:15](=[O:18])[N:14]1[CH3:19])=[O:12].Br[C:21]1[CH:22]=[N:23][CH:24]=[CH:25][CH:26]=1.C(=O)([O-])[O-].[Cs+].[Cs+].CC1(C)C2C(=C(P(C3C=CC=CC=3)C3C=CC=CC=3)C=CC=2)OC2C(P(C3C=CC=CC=3)C3C=CC=CC=3)=CC=CC1=2, predict the reaction product. The product is: [Cl:1][C:2]1[CH:7]=[C:6]([F:8])[CH:5]=[CH:4][C:3]=1[CH2:9][NH:10][C:11]([CH:13]1[CH2:17][N:16]([C:21]2[CH:22]=[N:23][CH:24]=[CH:25][CH:26]=2)[C:15](=[O:18])[N:14]1[CH3:19])=[O:12]. (3) The product is: [NH2:34][C:30]1([C:27]2[CH:26]=[CH:25][C:24]([C:22]3[N:23]=[C:18]4[CH:17]=[CH:16][C:15]([C:14]5[C:9]([OH:8])=[N:10][CH:11]=[CH:12][CH:13]=5)=[CH:20][N:19]4[C:21]=3[C:35]3[CH:40]=[CH:39][CH:38]=[CH:37][CH:36]=3)=[CH:29][CH:28]=2)[CH2:33][CH2:32][CH2:31]1. Given the reactants C([O:8][C:9]1[C:14]([C:15]2[CH:16]=[CH:17][C:18]3[N:19]([C:21]([C:35]4[CH:40]=[CH:39][CH:38]=[CH:37][CH:36]=4)=[C:22]([C:24]4[CH:29]=[CH:28][C:27]([C:30]5([NH2:34])[CH2:33][CH2:32][CH2:31]5)=[CH:26][CH:25]=4)[N:23]=3)[CH:20]=2)=[CH:13][CH:12]=[CH:11][N:10]=1)C1C=CC=CC=1, predict the reaction product. (4) Given the reactants [C:1]([O:5][C:6]([N:8]([CH2:10][C:11]1([C:17]([OH:19])=O)[CH2:16][CH2:15][O:14][CH2:13][CH2:12]1)[CH3:9])=[O:7])([CH3:4])([CH3:3])[CH3:2].C(N(CC)C(C)C)(C)C.O.ON1C2C=CC=CC=2N=N1.Cl.CN(C)CCCN=C=NCC.[Br-:52].[Br-].[NH3+:54][CH2:55][CH2:56][CH2:57][P+:58]([C:71]1[CH:76]=[CH:75][CH:74]=[CH:73][CH:72]=1)([C:65]1[CH:70]=[CH:69][CH:68]=[CH:67][CH:66]=1)[C:59]1[CH:64]=[CH:63][CH:62]=[CH:61][CH:60]=1, predict the reaction product. The product is: [Br-:52].[C:1]([O:5][C:6]([N:8]([CH2:10][C:11]1([C:17]([NH:54][CH2:55][CH2:56][CH2:57][P+:58]([C:71]2[CH:76]=[CH:75][CH:74]=[CH:73][CH:72]=2)([C:59]2[CH:60]=[CH:61][CH:62]=[CH:63][CH:64]=2)[C:65]2[CH:70]=[CH:69][CH:68]=[CH:67][CH:66]=2)=[O:19])[CH2:12][CH2:13][O:14][CH2:15][CH2:16]1)[CH3:9])=[O:7])([CH3:2])([CH3:3])[CH3:4]. (5) Given the reactants [CH3:1][O:2][C:3]1[CH:8]=[CH:7][C:6]([OH:9])=[CH:5][CH:4]=1.[H-].[Na+].[Cl:12][C:13]1[CH:18]=[C:17]([N+]([O-])=O)[CH:16]=[CH:15][N:14]=1, predict the reaction product. The product is: [Cl:12][C:13]1[CH:18]=[C:17]([O:9][C:6]2[CH:7]=[CH:8][C:3]([O:2][CH3:1])=[CH:4][CH:5]=2)[CH:16]=[CH:15][N:14]=1. (6) Given the reactants [C:1](Cl)(=[O:3])[CH3:2].[CH3:5][O:6][C:7]1[CH:51]=[C:50]([O:52][CH3:53])[CH:49]=[C:48]([O:54][CH3:55])[C:8]=1[CH:9]=[CH:10][CH:11]([S:21]([CH:24]([CH:34]=[CH:35][C:36]1[C:41]([O:42][CH3:43])=[CH:40][C:39]([O:44][CH3:45])=[CH:38][C:37]=1[O:46][CH3:47])[C:25]1[CH:30]=[CH:29][C:28]([O:31][CH3:32])=[C:27]([NH2:33])[CH:26]=1)(=[O:23])=[O:22])[C:12]1[CH:17]=[CH:16][C:15]([O:18][CH3:19])=[C:14]([NH2:20])[CH:13]=1.[O:56]1CC[CH2:58][CH2:57]1, predict the reaction product. The product is: [CH3:55][O:54][C:48]1[CH:49]=[C:50]([O:52][CH3:53])[CH:51]=[C:7]([O:6][CH3:5])[C:8]=1/[CH:9]=[CH:10]/[CH:11]([S:21]([CH:24](/[CH:34]=[CH:35]/[C:36]1[C:37]([O:46][CH3:47])=[CH:38][C:39]([O:44][CH3:45])=[CH:40][C:41]=1[O:42][CH3:43])[C:25]1[CH:30]=[CH:29][C:28]([O:31][CH3:32])=[C:27]([NH:33][C:57](=[O:56])[CH3:58])[CH:26]=1)(=[O:23])=[O:22])[C:12]1[CH:17]=[CH:16][C:15]([O:18][CH3:19])=[C:14]([NH:20][C:1](=[O:3])[CH3:2])[CH:13]=1. (7) The product is: [Cl:1][C:2]1[CH:7]=[CH:6][C:5]([NH:8][C:22](=[O:23])[C:21]2[CH:25]=[CH:26][CH:27]=[CH:28][C:20]=2[F:19])=[CH:4][C:3]=1[C:9]1[O:10][C:11]2[CH:17]=[CH:16][C:15]([CH3:18])=[CH:14][C:12]=2[N:13]=1. Given the reactants [Cl:1][C:2]1[CH:7]=[CH:6][C:5]([NH2:8])=[CH:4][C:3]=1[C:9]1[O:10][C:11]2[CH:17]=[CH:16][C:15]([CH3:18])=[CH:14][C:12]=2[N:13]=1.[F:19][C:20]1[CH:28]=[CH:27][CH:26]=[CH:25][C:21]=1[C:22](Cl)=[O:23], predict the reaction product.